From a dataset of Forward reaction prediction with 1.9M reactions from USPTO patents (1976-2016). Predict the product of the given reaction. (1) Given the reactants [N+:1]([C:4]1[CH:9]=[CH:8][C:7]([NH2:10])=[C:6]([NH2:11])[CH:5]=1)([O-:3])=[O:2].S1[CH:16]=[CH:15][CH:14]=[C:13]1[CH:17]=[O:18].N1C=CC=C1C=O.C1(=O)C=CC(=O)C=C1.N1C2C=CC=CC=2N=C1.[N+](C1C=CC2NC(C3NC=CC=3)=NC=2C=1)([O-])=O, predict the reaction product. The product is: [O:18]1[CH:17]=[CH:13][CH:14]=[C:15]1[C:16]1[NH:10][C:7]2[CH:8]=[CH:9][C:4]([N+:1]([O-:3])=[O:2])=[CH:5][C:6]=2[N:11]=1. (2) Given the reactants [OH:1][CH:2]([C:11]1[CH:16]=[CH:15][C:14]([CH2:17][O:18][Si:19]([CH:26]([CH3:28])[CH3:27])([CH:23]([CH3:25])[CH3:24])[CH:20]([CH3:22])[CH3:21])=[CH:13][CH:12]=1)[C:3]1[CH:4]=[C:5]([CH:8]=[CH:9][CH:10]=1)[C:6]#[N:7].O1CCC[CH2:30]1.[H-].[Na+].IC, predict the reaction product. The product is: [CH3:30][O:1][CH:2]([C:11]1[CH:16]=[CH:15][C:14]([CH2:17][O:18][Si:19]([CH:23]([CH3:25])[CH3:24])([CH:26]([CH3:28])[CH3:27])[CH:20]([CH3:21])[CH3:22])=[CH:13][CH:12]=1)[C:3]1[CH:4]=[C:5]([CH:8]=[CH:9][CH:10]=1)[C:6]#[N:7]. (3) Given the reactants [Cl:1][C:2]1[CH:7]=[C:6]([C:8]2[CH:13]=[N:12][CH:11]=[C:10]([CH3:14])[N:9]=2)[CH:5]=[CH:4][C:3]=1[C:15]1[C:27](=[O:28])[N:26]([CH2:29][CH2:30][CH:31]2[CH2:35][CH2:34][CH2:33][N:32]2C(OCC2C=CC=CC=2)=O)[C:18]2[N:19]=[C:20]([NH:23][CH2:24][CH3:25])[N:21]=[CH:22][C:17]=2[CH:16]=1.Cl, predict the reaction product. The product is: [Cl:1][C:2]1[CH:7]=[C:6]([C:8]2[CH:13]=[N:12][CH:11]=[C:10]([CH3:14])[N:9]=2)[CH:5]=[CH:4][C:3]=1[C:15]1[C:27](=[O:28])[N:26]([CH2:29][CH2:30][CH:31]2[CH2:35][CH2:34][CH2:33][NH:32]2)[C:18]2[N:19]=[C:20]([NH:23][CH2:24][CH3:25])[N:21]=[CH:22][C:17]=2[CH:16]=1.